From a dataset of Catalyst prediction with 721,799 reactions and 888 catalyst types from USPTO. Predict which catalyst facilitates the given reaction. (1) Reactant: C([O:5][C:6](=O)[NH:7][CH:8]1[CH2:13][CH2:12][N:11]([S:14]([C:17]2[CH:18]=[N:19][C:20]([O:23][CH2:24][CH2:25][C:26]3[CH:31]=[CH:30][CH:29]=[CH:28][CH:27]=3)=[CH:21][CH:22]=2)(=[O:16])=[O:15])[CH2:10][CH2:9]1)(C)(C)C.Cl.[CH:34](N(C(C)C)CC)(C)[CH3:35].C(Cl)(=O)C=C. Product: [CH2:24]([O:23][C:20]1[N:19]=[CH:18][C:17]([S:14]([N:11]2[CH2:12][CH2:13][CH:8]([NH:7][C:6](=[O:5])[CH:34]=[CH2:35])[CH2:9][CH2:10]2)(=[O:15])=[O:16])=[CH:22][CH:21]=1)[CH2:25][C:26]1[CH:27]=[CH:28][CH:29]=[CH:30][CH:31]=1. The catalyst class is: 258. (2) Reactant: [N+:1]([C:4]1[CH:5]=[C:6]2[C:10](=[CH:11][CH:12]=1)[N:9]([C:13]([C:26]1[CH:31]=[CH:30][CH:29]=[CH:28][CH:27]=1)([C:20]1[CH:25]=[CH:24][CH:23]=[CH:22][CH:21]=1)[C:14]1[CH:19]=[CH:18][CH:17]=[CH:16][CH:15]=1)[N:8]=[C:7]2[C:32]1[CH:33]=[N:34][NH:35][CH:36]=1)([O-:3])=[O:2].C(Cl)Cl.[C:40]([O:44][C:45](O[C:45]([O:44][C:40]([CH3:43])([CH3:42])[CH3:41])=[O:46])=[O:46])([CH3:43])([CH3:42])[CH3:41]. Product: [N+:1]([C:4]1[CH:5]=[C:6]2[C:10](=[CH:11][CH:12]=1)[N:9]([C:13]([C:20]1[CH:25]=[CH:24][CH:23]=[CH:22][CH:21]=1)([C:26]1[CH:27]=[CH:28][CH:29]=[CH:30][CH:31]=1)[C:14]1[CH:15]=[CH:16][CH:17]=[CH:18][CH:19]=1)[N:8]=[C:7]2[C:32]1[CH:33]=[N:34][N:35]([C:45]([O:44][C:40]([CH3:43])([CH3:42])[CH3:41])=[O:46])[CH:36]=1)([O-:3])=[O:2]. The catalyst class is: 521. (3) Reactant: [CH3:1][O:2][C:3]1[CH:11]=[CH:10][CH:9]=[CH:8][C:4]=1[C:5]([OH:7])=[O:6].[Br:12]N1C(=O)CCC1=O. Product: [Br:12][C:9]1[CH:10]=[CH:11][C:3]([O:2][CH3:1])=[C:4]([CH:8]=1)[C:5]([OH:7])=[O:6]. The catalyst class is: 10. (4) Reactant: [CH:1]([N:4]([CH:26]([CH3:28])[CH3:27])[C:5](=[O:25])[CH:6]([C:19]1[CH:20]=[N:21][CH:22]=[CH:23][CH:24]=1)[CH:7]([C:13]1[CH:18]=[CH:17][CH:16]=[CH:15][CH:14]=1)[CH2:8][C:9]([O:11]C)=[O:10])([CH3:3])[CH3:2].O.[OH-].[Na+].Cl. Product: [CH:26]([N:4]([CH:1]([CH3:3])[CH3:2])[C:5](=[O:25])[CH:6]([C:19]1[CH:20]=[N:21][CH:22]=[CH:23][CH:24]=1)[CH:7]([C:13]1[CH:18]=[CH:17][CH:16]=[CH:15][CH:14]=1)[CH2:8][C:9]([OH:11])=[O:10])([CH3:27])[CH3:28]. The catalyst class is: 14. (5) The catalyst class is: 27. Reactant: [H-].[Al+3].[Li+].[H-].[H-].[H-].[CH3:7][C:8]1([CH3:36])[C:32](=[O:33])[CH2:31][CH2:30][C@@:29]2([CH3:34])[C:9]1=[CH:10][CH2:11][C@@H:12]1[C@@H:28]2[CH2:27][CH2:26][C@@:25]2([CH3:35])[C@H:13]1[CH2:14][CH:15]=[C:16]2[C@H:17]([CH3:24])[CH2:18][CH2:19][CH2:20][CH:21]([CH3:23])[CH3:22].O. Product: [OH:33][C@H:32]1[CH2:31][CH2:30][C@@:29]2([CH3:34])[C:9](=[CH:10][CH2:11][C@@H:12]3[C@@H:28]2[CH2:27][CH2:26][C@@:25]2([CH3:35])[C@H:13]3[CH2:14][CH:15]=[C:16]2[C@H:17]([CH3:24])[CH2:18][CH2:19][CH2:20][CH:21]([CH3:23])[CH3:22])[C:8]1([CH3:36])[CH3:7].